This data is from Forward reaction prediction with 1.9M reactions from USPTO patents (1976-2016). The task is: Predict the product of the given reaction. (1) Given the reactants [N+:1]([C:4]1[CH:35]=[CH:34][C:7]([O:8][CH2:9][CH2:10][CH2:11][CH2:12][Si:13]([CH3:33])([CH3:32])[O:14][Si:15]([CH2:18][CH2:19][CH2:20][CH2:21][O:22][C:23]2[CH:28]=[CH:27][C:26]([N+:29]([O-])=O)=[CH:25][CH:24]=2)([CH3:17])[CH3:16])=[CH:6][CH:5]=1)([O-])=O.[H][H], predict the reaction product. The product is: [NH2:1][C:4]1[CH:35]=[CH:34][C:7]([O:8][CH2:9][CH2:10][CH2:11][CH2:12][Si:13]([CH3:33])([CH3:32])[O:14][Si:15]([CH2:18][CH2:19][CH2:20][CH2:21][O:22][C:23]2[CH:24]=[CH:25][C:26]([NH2:29])=[CH:27][CH:28]=2)([CH3:16])[CH3:17])=[CH:6][CH:5]=1. (2) Given the reactants [C:1]([C:4]1[N:5]=[C:6]([N:9]2[CH2:12][CH:11]([S:13][C:14]3[C@H:15]([CH3:45])[C@@H:16]4[C@@H:33]([C@H:34]([O:36][Si:37]([C:40]([CH3:43])([CH3:42])[CH3:41])([CH3:39])[CH3:38])[CH3:35])[C:32](=[O:44])[N:17]4[C:18]=3[C:19]([O:21][CH2:22][C:23]3[CH:28]=[CH:27][C:26]([N+:29]([O-:31])=[O:30])=[CH:25][CH:24]=3)=[O:20])[CH2:10]2)[S:7][CH:8]=1)(O)=[O:2].Cl.[NH2:47][CH2:48][C:49]([NH2:51])=[O:50].C(P(C#N)(CC)=O)C.C(N(CC)CC)C, predict the reaction product. The product is: [C:49]([CH2:48][NH:47][C:1]([C:4]1[N:5]=[C:6]([N:9]2[CH2:12][CH:11]([S:13][C:14]3[C@H:15]([CH3:45])[C@@H:16]4[C@@H:33]([C@H:34]([O:36][Si:37]([C:40]([CH3:42])([CH3:41])[CH3:43])([CH3:39])[CH3:38])[CH3:35])[C:32](=[O:44])[N:17]4[C:18]=3[C:19]([O:21][CH2:22][C:23]3[CH:24]=[CH:25][C:26]([N+:29]([O-:31])=[O:30])=[CH:27][CH:28]=3)=[O:20])[CH2:10]2)[S:7][CH:8]=1)=[O:2])(=[O:50])[NH2:51].